Dataset: Reaction yield outcomes from USPTO patents with 853,638 reactions. Task: Predict the reaction yield, written as a fraction of the theoretical maximum amount of product (1.0 means a 100% yield; for example, 0.34 means a 34% yield). (1) The reactants are [Cl:1][C:2]1[CH:3]=[C:4]2[C:12](=[C:13]([NH:15][C:16](=[O:23])[C:17]3[CH:22]=[CH:21][CH:20]=[N:19][CH:18]=3)[CH:14]=1)[NH:11][C:10]1[CH:9]=[N:8][CH:7]=[C:6]([NH:24]C(=O)C(F)(F)F)[C:5]2=1.C([O-])([O-])=O.[K+].[K+]. The catalyst is CO. The product is [NH2:24][C:6]1[C:5]2[C:4]3[C:12](=[C:13]([NH:15][C:16](=[O:23])[C:17]4[CH:22]=[CH:21][CH:20]=[N:19][CH:18]=4)[CH:14]=[C:2]([Cl:1])[CH:3]=3)[NH:11][C:10]=2[CH:9]=[N:8][CH:7]=1. The yield is 0.100. (2) The reactants are [NH2:1][C:2]1[CH:3]=[C:4]([CH:8]([NH:48][C:49](=[O:55])[O:50][C:51]([CH3:54])([CH3:53])[CH3:52])[CH2:9][N:10]2[C:15](=[O:16])[C:14]3[C:17]4([O:33][CH2:34][C:13]=3[N:12]([CH2:35][C:36]3[C:41]([C:42]([F:45])([F:44])[F:43])=[CH:40][CH:39]=[CH:38][C:37]=3[F:46])[C:11]2=[O:47])[CH2:22][CH2:21][N:20]([CH2:23][C:24]2[O:25][C:26]([C:29]([F:32])([F:31])[F:30])=[CH:27][CH:28]=2)[CH2:19][CH2:18]4)[CH:5]=[CH:6][CH:7]=1.C1N=C[N:58]([C:61](N2C=NC=C2)=[O:62])C=1.C(N(CC)CC)C.[CH3:75][O:76]N.Cl.C(=O)(O)[O-].[Na+]. The catalyst is ClCCl. The product is [F:46][C:37]1[CH:38]=[CH:39][CH:40]=[C:41]([C:42]([F:45])([F:44])[F:43])[C:36]=1[CH2:35][N:12]1[C:13]2[CH2:34][O:33][C:17]3([CH2:22][CH2:21][N:20]([CH2:23][C:24]4[O:25][C:26]([C:29]([F:30])([F:31])[F:32])=[CH:27][CH:28]=4)[CH2:19][CH2:18]3)[C:14]=2[C:15](=[O:16])[N:10]([CH2:9][CH:8]([NH:48][C:49](=[O:55])[O:50][C:51]([CH3:52])([CH3:54])[CH3:53])[C:4]2[CH:5]=[CH:6][CH:7]=[C:2]([NH:1][C:61]([NH:58][O:76][CH3:75])=[O:62])[CH:3]=2)[C:11]1=[O:47]. The yield is 0.710. (3) The reactants are [NH:1]1[C:5]2[CH:6]=[CH:7][C:8]([C:10]([OH:12])=O)=[CH:9][C:4]=2[N:3]=[CH:2]1.[CH3:13][O:14][C:15]1[C:20]2[C@H:21]3[C@H:26]([CH2:27][CH2:28][C:19]=2[CH:18]=[CH:17][CH:16]=1)[NH:25][CH2:24][CH2:23][CH2:22]3. No catalyst specified. The product is [NH:1]1[C:5]2[CH:6]=[CH:7][C:8]([C:10]([N:25]3[C@@H:26]4[C@H:21]([C:20]5[C:15]([O:14][CH3:13])=[CH:16][CH:17]=[CH:18][C:19]=5[CH2:28][CH2:27]4)[CH2:22][CH2:23][CH2:24]3)=[O:12])=[CH:9][C:4]=2[N:3]=[CH:2]1. The yield is 0.510. (4) The reactants are [CH3:1][O:2][C:3](/[CH:5]=[CH:6]/[C:7]([OH:9])=[O:8])=[O:4].Cl.CN(C)CCCN=C=NCC.O[C@@H:23]([CH3:35])[C:24]([N:26]([CH2:31][CH2:32][O:33][CH3:34])[CH2:27][CH2:28][O:29][CH3:30])=[O:25]. The catalyst is ClCCl.CN(C1C=CN=CC=1)C. The product is [C:7]([O:9][C@H:23]([C:24](=[O:25])[N:26]([CH2:27][CH2:28][O:29][CH3:30])[CH2:31][CH2:32][O:33][CH3:34])[CH3:35])(=[O:8])/[CH:6]=[CH:5]/[C:3]([O:2][CH3:1])=[O:4]. The yield is 0.140. (5) The reactants are [CH2:1]([N:3]1[CH2:8][CH2:7][CH:6]([O:9][C:10]2[C:15]3[C:16]4[CH:22]=[C:21]([C:23]([CH3:25])=[CH2:24])[CH:20]=[N:19][C:17]=4[NH:18][C:14]=3[CH:13]=[N:12][C:11]=2[C:26]#[N:27])[CH2:5][CH2:4]1)[CH3:2]. The catalyst is [Pd].C(N(CC)CC)C. The product is [CH2:1]([N:3]1[CH2:4][CH2:5][CH:6]([O:9][C:10]2[C:15]3[C:16]4[CH:22]=[C:21]([CH:23]([CH3:24])[CH3:25])[CH:20]=[N:19][C:17]=4[NH:18][C:14]=3[CH:13]=[N:12][C:11]=2[C:26]#[N:27])[CH2:7][CH2:8]1)[CH3:2]. The yield is 0.270. (6) The reactants are [NH:1]([C:8](=[O:42])[CH:9]([C:19]1[CH:41]=[CH:40][C:22]([C:23]([NH:25][C:26]2[CH:31]=[CH:30][CH:29]=[CH:28][C:27]=2[NH:32][C:33](=[O:39])[O:34][C:35]([CH3:38])([CH3:37])[CH3:36])=[O:24])=[CH:21][CH:20]=1)[C:10]([NH:12][C:13]1[CH:18]=[CH:17][CH:16]=[CH:15][CH:14]=1)=[O:11])[C:2]1[CH:7]=[CH:6][CH:5]=[CH:4][CH:3]=1.CC(C)([O-])C.[K+].[B-](F)(F)(F)[F:50].[B-](F)(F)(F)F.C1[N+]2(CCl)CC[N+](F)(CC2)C1. The catalyst is C1COCC1.C(OCC)(=O)C. The product is [NH:1]([C:8](=[O:42])[C:9]([C:19]1[CH:41]=[CH:40][C:22]([C:23]([NH:25][C:26]2[CH:31]=[CH:30][CH:29]=[CH:28][C:27]=2[NH:32][C:33](=[O:39])[O:34][C:35]([CH3:36])([CH3:37])[CH3:38])=[O:24])=[CH:21][CH:20]=1)([C:10]([NH:12][C:13]1[CH:14]=[CH:15][CH:16]=[CH:17][CH:18]=1)=[O:11])[F:50])[C:2]1[CH:7]=[CH:6][CH:5]=[CH:4][CH:3]=1. The yield is 0.180. (7) The reactants are [CH:1]([NH:4][C:5]([NH2:7])=[NH:6])([CH3:3])[CH3:2].[C:8](O[C:8]([O:10][C:11]([CH3:14])([CH3:13])[CH3:12])=[O:9])([O:10][C:11]([CH3:14])([CH3:13])[CH3:12])=[O:9]. The catalyst is CN(C=O)C.C(Cl)(Cl)Cl. The product is [CH:1]([NH:4][C:5]([NH:7][C:8]([O:10][C:11]([CH3:14])([CH3:13])[CH3:12])=[O:9])=[NH:6])([CH3:3])[CH3:2]. The yield is 1.00. (8) The reactants are Br[C:2]1[CH:7]=[CH:6][C:5]([F:8])=[CH:4][CH:3]=1.[Li]C(C)(C)C.[Sn:14](Cl)([CH2:23][CH2:24][CH2:25][CH3:26])([CH2:19][CH2:20][CH2:21][CH3:22])[CH2:15][CH2:16][CH2:17][CH3:18]. The catalyst is CCOCC. The product is [CH2:23]([Sn:14]([CH2:15][CH2:16][CH2:17][CH3:18])([CH2:19][CH2:20][CH2:21][CH3:22])[C:2]1[CH:7]=[CH:6][C:5]([F:8])=[CH:4][CH:3]=1)[CH2:24][CH2:25][CH3:26]. The yield is 0.980.